From a dataset of Forward reaction prediction with 1.9M reactions from USPTO patents (1976-2016). Predict the product of the given reaction. Given the reactants [F:1][C:2]1[CH:3]=[C:4]([CH:8]=[CH:9][C:10]=1[CH3:11])[C:5]([OH:7])=[O:6].[Br:12]N1C(=O)CCC1=O, predict the reaction product. The product is: [Br:12][CH2:11][C:10]1[CH:9]=[CH:8][C:4]([C:5]([OH:7])=[O:6])=[CH:3][C:2]=1[F:1].